From a dataset of Forward reaction prediction with 1.9M reactions from USPTO patents (1976-2016). Predict the product of the given reaction. (1) Given the reactants [O:1]1[CH2:5][CH2:4][CH2:3][C@H:2]1[CH2:6][N:7]1[C:11]([NH2:12])=[C:10]2[CH2:13][CH2:14][CH2:15][C:9]2=[N:8]1.N1C=CC=CC=1.[CH3:22][O:23][C:24]1[CH:32]=[CH:31][C:30]([C:33]([F:36])([F:35])[F:34])=[CH:29][C:25]=1[C:26](Cl)=[O:27], predict the reaction product. The product is: [CH3:22][O:23][C:24]1[CH:32]=[CH:31][C:30]([C:33]([F:34])([F:35])[F:36])=[CH:29][C:25]=1[C:26]([NH:12][C:11]1[N:7]([CH2:6][C@H:2]2[CH2:3][CH2:4][CH2:5][O:1]2)[N:8]=[C:9]2[CH2:15][CH2:14][CH2:13][C:10]=12)=[O:27]. (2) Given the reactants NC1(C2C=CC(C3C(=O)C4C(OC=3C3C=CC=CC=3)=C3C(=CC=4)NN=C3)=CC=2)CCC1.C(OC(=O)[NH:38][C:39]1([C:43]2[CH:48]=[CH:47][C:46]([C:49]3[C:54](=[O:55])[C:53]4[CH:56]=[CH:57][C:58]5[NH:59][C:60](=[O:63])[O:61][C:62]=5[C:52]=4[O:51][C:50]=3[C:64]3[CH:69]=[CH:68][CH:67]=[CH:66][CH:65]=3)=[CH:45][CH:44]=2)[CH2:42][CH2:41][CH2:40]1)(C)(C)C, predict the reaction product. The product is: [NH2:38][C:39]1([C:43]2[CH:44]=[CH:45][C:46]([C:49]3[C:54](=[O:55])[C:53]4[CH:56]=[CH:57][C:58]5[NH:59][C:60](=[O:63])[O:61][C:62]=5[C:52]=4[O:51][C:50]=3[C:64]3[CH:69]=[CH:68][CH:67]=[CH:66][CH:65]=3)=[CH:47][CH:48]=2)[CH2:42][CH2:41][CH2:40]1.